From a dataset of Catalyst prediction with 721,799 reactions and 888 catalyst types from USPTO. Predict which catalyst facilitates the given reaction. (1) Reactant: [Cl:1][C:2]1[CH:3]=[C:4]2[C:9](=[CH:10][C:11]=1[O:12][C:13]1[CH:21]=[CH:20][C:16]([C:17](O)=[O:18])=[CH:15][CH:14]=1)[O:8][CH2:7][CH2:6][CH:5]2[C:22]([O:24][CH2:25][CH3:26])=[O:23].Cl.[NH2:28][CH2:29][CH:30]([C:32]1[CH:37]=[CH:36][C:35]([Cl:38])=[CH:34][CH:33]=1)[OH:31].C(N(C(C)C)C(C)C)C.N1C2C(=NC=CC=2)N(O)N=1.Cl.C(N=C=NCCCN(C)C)C. Product: [Cl:1][C:2]1[CH:3]=[C:4]2[C:9](=[CH:10][C:11]=1[O:12][C:13]1[CH:14]=[CH:15][C:16]([C:17](=[O:18])[NH:28][CH2:29][CH:30]([C:32]3[CH:37]=[CH:36][C:35]([Cl:38])=[CH:34][CH:33]=3)[OH:31])=[CH:20][CH:21]=1)[O:8][CH2:7][CH2:6][CH:5]2[C:22]([O:24][CH2:25][CH3:26])=[O:23]. The catalyst class is: 31. (2) Reactant: C(N(CC)CC)C.[CH2:8]([OH:16])[CH2:9][CH2:10][CH2:11][CH2:12][CH2:13][CH2:14][CH3:15].[C:17](OC=C)(=[O:19])[CH3:18].C(OCCCCCCCC)=C. Product: [C:17]([O:16][CH2:8][CH2:9][CH2:10][CH2:11][CH2:12][CH2:13][CH2:14][CH3:15])(=[O:19])[CH3:18]. The catalyst class is: 11. (3) Reactant: [N+:1]([C:4]1[CH:32]=[CH:31][C:7]([CH2:8][N:9]([CH:23]2[CH2:29][CH2:28][CH2:27][CH2:26][NH:25][C:24]2=[O:30])[S:10]([C:13]2[CH:18]=[CH:17][C:16]([C:19]([F:22])([F:21])[F:20])=[CH:15][CH:14]=2)(=[O:12])=[O:11])=[CH:6][CH:5]=1)([O-])=O. Product: [NH2:1][C:4]1[CH:32]=[CH:31][C:7]([CH2:8][N:9]([CH:23]2[CH2:29][CH2:28][CH2:27][CH2:26][NH:25][C:24]2=[O:30])[S:10]([C:13]2[CH:14]=[CH:15][C:16]([C:19]([F:22])([F:20])[F:21])=[CH:17][CH:18]=2)(=[O:12])=[O:11])=[CH:6][CH:5]=1. The catalyst class is: 19. (4) Reactant: [I:1][C:2]1[C:3]([O:23][CH3:24])=[CH:4][C:5]([CH:20]([CH3:22])[CH3:21])=[C:6]([CH:19]=1)[O:7][C:8](=[CH:11]NC1C=CC=CC=1)[C:9]#[N:10].C(=O)(O)O.[NH2:29][C:30]([NH2:32])=[NH:31].CN(C=O)C.C(OCC)(=O)C. Product: [I:1][C:2]1[C:3]([O:23][CH3:24])=[CH:4][C:5]([CH:20]([CH3:22])[CH3:21])=[C:6]([CH:19]=1)[O:7][C:8]1[C:9]([NH2:10])=[N:31][C:30]([NH2:32])=[N:29][CH:11]=1. The catalyst class is: 6. (5) Reactant: [NH:1]([C:3]1[CH:11]=[CH:10][C:6]([C:7]([OH:9])=[O:8])=[CH:5][CH:4]=1)N.[CH:12]([C:15]([CH3:17])=O)([CH3:14])[CH3:13]. Product: [CH3:17][C:15]1[C:12]([CH3:14])([CH3:13])[C:11]2[C:3](=[CH:4][CH:5]=[C:6]([C:7]([OH:9])=[O:8])[CH:10]=2)[N:1]=1. The catalyst class is: 15.